This data is from Reaction yield outcomes from USPTO patents with 853,638 reactions. The task is: Predict the reaction yield, written as a fraction of the theoretical maximum amount of product (1.0 means a 100% yield; for example, 0.34 means a 34% yield). (1) The reactants are [Cl:1][C:2]1[CH:7]=[C:6]([C:8](O)=[O:9])[CH:5]=[C:4]([CH3:11])[N:3]=1.[Cl-].[NH4+].C([N:16](CC)CC)C.Cl.CN(C)CCCN=C=NCC.ON1C2C=CC=CC=2N=N1. The catalyst is CN(C)C=O. The product is [Cl:1][C:2]1[CH:7]=[C:6]([C:8]([NH2:16])=[O:9])[CH:5]=[C:4]([CH3:11])[N:3]=1. The yield is 0.590. (2) The reactants are [C:1]([CH2:4][CH2:5][C:6]1[C:7]([CH3:34])=[C:8](C(O)=O)[NH:9][C:10]=1[CH:11]=[C:12]1[C:20]2[C:15](=[CH:16][C:17]([C:21]3[CH:26]=[CH:25][CH:24]=[C:23]([O:27][CH2:28][CH3:29])[CH:22]=3)=[CH:18][CH:19]=2)[NH:14][C:13]1=[O:30])([OH:3])=[O:2].[OH-].[K+].O.Cl. The catalyst is C(O)CO. The product is [CH2:28]([O:27][C:23]1[CH:22]=[C:21]([C:17]2[CH:16]=[C:15]3[C:20]([C:12](=[CH:11][C:10]4[NH:9][CH:8]=[C:7]([CH3:34])[C:6]=4[CH2:5][CH2:4][C:1]([OH:3])=[O:2])[C:13](=[O:30])[NH:14]3)=[CH:19][CH:18]=2)[CH:26]=[CH:25][CH:24]=1)[CH3:29]. The yield is 0.440.